Dataset: Full USPTO retrosynthesis dataset with 1.9M reactions from patents (1976-2016). Task: Predict the reactants needed to synthesize the given product. (1) The reactants are: [O:1]=[C:2]1[C:11]2[C:6](=[CH:7][CH:8]=[CH:9][CH:10]=2)[O:5][CH:4]([CH2:12][NH:13][C:14](=[O:16])[CH3:15])[CH2:3]1. Given the product [OH:1][CH:2]1[C:11]2[C:6](=[CH:7][CH:8]=[CH:9][CH:10]=2)[O:5][CH:4]([CH2:12][NH:13][C:14](=[O:16])[CH3:15])[CH2:3]1, predict the reactants needed to synthesize it. (2) The reactants are: [CH3:1][N:2]([CH2:10][C:11]1[S:12][CH:13]=[C:14]([S:16][C:17]2[CH:18]=[N:19][CH:20]=[CH:21][CH:22]=2)[CH:15]=1)[C:3](=[O:9])[O:4][C:5]([CH3:8])([CH3:7])[CH3:6].[Br:23]N1C(=O)CCC1=O.C(=O)([O-])O.[Na+]. Given the product [Br:23][C:13]1[S:12][C:11]([CH2:10][N:2]([CH3:1])[C:3](=[O:9])[O:4][C:5]([CH3:8])([CH3:6])[CH3:7])=[CH:15][C:14]=1[S:16][C:17]1[CH:18]=[N:19][CH:20]=[CH:21][CH:22]=1, predict the reactants needed to synthesize it. (3) Given the product [Br:1][C:2]1[C:7]2[NH:33][C:36](=[O:21])[O:11][C:6]=2[C:5]([O:12][CH3:13])=[CH:4][CH:3]=1, predict the reactants needed to synthesize it. The reactants are: [Br:1][C:2]1[C:7](C(O)=O)=[C:6]([OH:11])[C:5]([O:12][CH3:13])=[CH:4][CH:3]=1.C1(P(N=[N+]=[N-])(C2C=CC=CC=2)=[O:21])C=CC=CC=1.C([N:33]([CH2:36]C)CC)C. (4) Given the product [Cl:11][CH2:10][C@H:12]([OH:14])[CH2:13][NH:5][C:4]1[CH:6]=[CH:7][C:8]([F:9])=[C:2]([F:1])[CH:3]=1, predict the reactants needed to synthesize it. The reactants are: [F:1][C:2]1[CH:3]=[C:4]([CH:6]=[CH:7][C:8]=1[F:9])[NH2:5].[CH2:10]([CH:12]1[O:14][CH2:13]1)[Cl:11]. (5) Given the product [C:19]1([CH:7]([C:1]2[CH:2]=[CH:3][CH:4]=[CH:5][CH:6]=2)[CH2:8][NH:9][C:10]([N:42]2[CH2:41][CH2:40][N:39]([C:31]3[N:30]=[C:29]([NH:28][CH2:25][CH:26]=[CH2:27])[N:34]=[C:33]([NH:35][CH2:36][CH:37]=[CH2:38])[N:32]=3)[CH2:44][CH2:43]2)=[O:12])[CH:20]=[CH:21][CH:22]=[CH:23][CH:24]=1, predict the reactants needed to synthesize it. The reactants are: [C:1]1([CH:7]([C:19]2[CH:24]=[CH:23][CH:22]=[CH:21][CH:20]=2)[CH2:8][N:9](C2C=CC=CC=2)[C:10](=[O:12])[O-])[CH:6]=[CH:5][CH:4]=[CH:3][CH:2]=1.[CH2:25]([NH:28][C:29]1[N:34]=[C:33]([NH:35][CH2:36][CH:37]=[CH2:38])[N:32]=[C:31]([N:39]2[CH2:44][CH2:43][NH:42][CH2:41][CH2:40]2)[N:30]=1)[CH:26]=[CH2:27].C1CCN2C(=NCCC2)CC1.C(OCC)(=O)C. (6) Given the product [CH3:1][C:2]1[CH:7]=[CH:6][C:5]([CH3:8])=[CH:4][C:3]=1[O:9][CH2:15][CH:16]1[CH2:21][CH2:20][N:19]([S:22]([CH3:25])(=[O:24])=[O:23])[CH2:18][CH2:17]1, predict the reactants needed to synthesize it. The reactants are: [CH3:1][C:2]1[CH:7]=[CH:6][C:5]([CH3:8])=[CH:4][C:3]=1[OH:9].CS(O[CH2:15][CH:16]1[CH2:21][CH2:20][N:19]([S:22]([CH3:25])(=[O:24])=[O:23])[CH2:18][CH2:17]1)(=O)=O.[H-].[Na+].C(=O)([O-])O.[Na+]. (7) Given the product [F:1][C:2]([F:11])([F:12])[O:3][C:4]1[CH:5]=[CH:6][C:7]([O:10][C:20]2[CH:21]=[CH:22][C:23]([NH:26][S:27]([CH3:30])(=[O:28])=[O:29])=[CH:24][CH:25]=2)=[CH:8][CH:9]=1, predict the reactants needed to synthesize it. The reactants are: [F:1][C:2]([F:12])([F:11])[O:3][C:4]1[CH:9]=[CH:8][C:7]([OH:10])=[CH:6][CH:5]=1.C([O-])([O-])=O.[Cs+].[Cs+].I[C:20]1[CH:25]=[CH:24][C:23]([NH:26][S:27]([CH3:30])(=[O:29])=[O:28])=[CH:22][CH:21]=1.CC(C)(C(=O)CC(=O)C(C)(C)C)C. (8) The reactants are: Cl[C:2]1[C:7]([CH2:8][C:9]([O:11][CH3:12])=[O:10])=[C:6]([Cl:13])[N:5]=[C:4]([CH2:14][C:15]2[CH:20]=[CH:19][C:18]([N+:21]([O-:23])=[O:22])=[CH:17][CH:16]=2)[N:3]=1.[CH:24]([N:27](CC)[CH:28](C)C)(C)C.Cl.CNC. Given the product [Cl:13][C:6]1[C:7]([CH2:8][C:9]([O:11][CH3:12])=[O:10])=[C:2]([N:27]([CH3:28])[CH3:24])[N:3]=[C:4]([CH2:14][C:15]2[CH:20]=[CH:19][C:18]([N+:21]([O-:23])=[O:22])=[CH:17][CH:16]=2)[N:5]=1, predict the reactants needed to synthesize it. (9) The reactants are: [OH:1][C:2]1[CH:7]=[CH:6][C:5]([CH:8]([CH3:12])[C:9]([OH:11])=[O:10])=[CH:4][CH:3]=1.S(Cl)(Cl)=O.[CH3:17]O. Given the product [CH3:17][O:10][C:9](=[O:11])[CH:8]([C:5]1[CH:4]=[CH:3][C:2]([OH:1])=[CH:7][CH:6]=1)[CH3:12], predict the reactants needed to synthesize it.